From a dataset of Full USPTO retrosynthesis dataset with 1.9M reactions from patents (1976-2016). Predict the reactants needed to synthesize the given product. (1) Given the product [Si:27]([O:1][C:2]1[CH:3]=[CH:4][C:5]([CH3:13])=[C:6]([CH:12]=1)[C:7]([O:9][CH2:10][CH3:11])=[O:8])([C:18]([CH3:20])([CH3:31])[CH3:19])([CH3:28])[CH3:23], predict the reactants needed to synthesize it. The reactants are: [OH:1][C:2]1[CH:3]=[CH:4][C:5]([CH3:13])=[C:6]([CH:12]=1)[C:7]([O:9][CH2:10][CH3:11])=[O:8].C(N(CC)[CH:18]([CH3:20])[CH3:19])(C)C.[CH2:23]([Si:27](Cl)(C)[CH3:28])CCC.[CH3:31]N(C)C=O. (2) The reactants are: [CH3:1][CH2:2][CH2:3][CH2:4]CC.C=CC=C.[CH2:11]=[CH:12][C:13](=[CH2:15])[CH3:14].[Nd]. Given the product [CH2:1]=[CH:2][CH:3]=[CH2:4].[CH2:11]=[CH:12][C:13](=[CH2:14])[CH3:15], predict the reactants needed to synthesize it.